Dataset: Forward reaction prediction with 1.9M reactions from USPTO patents (1976-2016). Task: Predict the product of the given reaction. (1) Given the reactants [OH:1][C:2]1[CH:27]=[C:26]([C:28]2[S:29][C:30]3[CH2:36][CH2:35][CH2:34][CH2:33][C:31]=3[N:32]=2)[CH:25]=[CH:24][C:3]=1[O:4][CH2:5][CH2:6][CH2:7][O:8][C:9]1[CH:10]=[C:11]2[C:15](=[CH:16][CH:17]=1)[C@H:14]([CH2:18][C:19]([O:21][CH2:22][CH3:23])=[O:20])[CH2:13][CH2:12]2.C([O-])([O-])=O.[Cs+].[Cs+].I[CH2:44][CH2:45][CH3:46], predict the reaction product. The product is: [CH2:44]([O:1][C:2]1[CH:27]=[C:26]([C:28]2[S:29][C:30]3[CH2:36][CH2:35][CH2:34][CH2:33][C:31]=3[N:32]=2)[CH:25]=[CH:24][C:3]=1[O:4][CH2:5][CH2:6][CH2:7][O:8][C:9]1[CH:10]=[C:11]2[C:15](=[CH:16][CH:17]=1)[C@H:14]([CH2:18][C:19]([O:21][CH2:22][CH3:23])=[O:20])[CH2:13][CH2:12]2)[CH2:45][CH3:46]. (2) Given the reactants Br[C:2]1[CH:11]=[CH:10][C:9]2[O:8][C@@H:7]3[CH2:12][CH2:13][O:14][C@H:15]([CH3:16])[C@H:6]3[C@:5]3([CH2:20][O:19][C:18]([NH2:21])=[N:17]3)[C:4]=2[CH:3]=1.BrC1C=CC2O[C@H]3CCO[C@@H](C)[C@@H]3[C@]3(COC(N)=N3)C=2C=1.[Cl:43][C:44]1[CH:45]=[C:46](B(O)O)[CH:47]=[N:48][CH:49]=1.C([O-])([O-])=O.[Na+].[Na+], predict the reaction product. The product is: [Cl:43][C:44]1[CH:45]=[C:46]([C:2]2[CH:11]=[CH:10][C:9]3[O:8][C@@H:7]4[CH2:12][CH2:13][O:14][C@H:15]([CH3:16])[C@H:6]4[C@:5]4([CH2:20][O:19][C:18]([NH2:21])=[N:17]4)[C:4]=3[CH:3]=2)[CH:47]=[N:48][CH:49]=1. (3) Given the reactants OC1[C@@H]([C@@H](O)CO)OC(=O)C=1O.[Se].C1S[CH:17]([C@H:19](O)[C@H:20](O)[C@H:21](O)[CH2:22]O)[NH:16][C@@H]1C(O)=O.COC1C(O)=CC=C(/C=C/[C:41]([CH2:43][C:44](/[CH:46]=[CH:47]/[C:48]2[CH:56]=[C:53]([O:54][CH3:55])[C:51]([OH:52])=[CH:50][CH:49]=2)=O)=[O:42])C=1.C1(C=CC2C=CC(O)=CC=2)C=C(O)C=C(O)C=1.C1C(CCCCC(O)=O)SSC1, predict the reaction product. The product is: [CH:49]1[C:48](/[CH:47]=[CH:46]/[CH:44]=[CH:43]/[C:41]([N:16]2[CH2:17][CH2:19][CH2:20][CH2:21][CH2:22]2)=[O:42])=[CH:56][C:53]2[O:54][CH2:55][O:52][C:51]=2[CH:50]=1. (4) Given the reactants [F:1][C:2]1[CH:3]=[C:4]([C:15]2[CH:20]=[CH:19][C:18]([C:21]([F:24])([F:23])[F:22])=[CH:17][C:16]=2[O:25]C)[CH:5]=[CH:6][C:7]=1[C:8]1[N:9]=[CH:10][C:11]([NH2:14])=[N:12][CH:13]=1.B(Br)(Br)Br.[NH4+].[Cl-].C([O-])(O)=O.[Na+], predict the reaction product. The product is: [NH2:14][C:11]1[N:12]=[CH:13][C:8]([C:7]2[CH:6]=[CH:5][C:4]([C:15]3[C:16]([OH:25])=[CH:17][C:18]([C:21]([F:24])([F:22])[F:23])=[CH:19][CH:20]=3)=[CH:3][C:2]=2[F:1])=[N:9][CH:10]=1.